Dataset: NCI-60 drug combinations with 297,098 pairs across 59 cell lines. Task: Regression. Given two drug SMILES strings and cell line genomic features, predict the synergy score measuring deviation from expected non-interaction effect. (1) Synergy scores: CSS=34.5, Synergy_ZIP=-8.63, Synergy_Bliss=-0.456, Synergy_Loewe=-33.0, Synergy_HSA=1.09. Drug 1: C1=CC=C(C=C1)NC(=O)CCCCCCC(=O)NO. Cell line: OVCAR-8. Drug 2: CS(=O)(=O)OCCCCOS(=O)(=O)C. (2) Drug 1: CC1(CCCN1)C2=NC3=C(C=CC=C3N2)C(=O)N. Drug 2: C1CCC(C(C1)[NH-])[NH-].C(=O)(C(=O)[O-])[O-].[Pt+4]. Cell line: HCT116. Synergy scores: CSS=51.4, Synergy_ZIP=11.4, Synergy_Bliss=9.47, Synergy_Loewe=1.32, Synergy_HSA=10.7. (3) Drug 1: CC1=C(C=C(C=C1)C(=O)NC2=CC(=CC(=C2)C(F)(F)F)N3C=C(N=C3)C)NC4=NC=CC(=N4)C5=CN=CC=C5. Drug 2: COC1=NC(=NC2=C1N=CN2C3C(C(C(O3)CO)O)O)N. Cell line: HOP-92. Synergy scores: CSS=-11.4, Synergy_ZIP=5.64, Synergy_Bliss=2.53, Synergy_Loewe=-11.4, Synergy_HSA=-11.4. (4) Drug 1: CC1=CC=C(C=C1)C2=CC(=NN2C3=CC=C(C=C3)S(=O)(=O)N)C(F)(F)F. Drug 2: CC=C1C(=O)NC(C(=O)OC2CC(=O)NC(C(=O)NC(CSSCCC=C2)C(=O)N1)C(C)C)C(C)C. Cell line: HL-60(TB). Synergy scores: CSS=35.1, Synergy_ZIP=4.69, Synergy_Bliss=-0.554, Synergy_Loewe=-79.5, Synergy_HSA=-12.7.